From a dataset of Catalyst prediction with 721,799 reactions and 888 catalyst types from USPTO. Predict which catalyst facilitates the given reaction. (1) Reactant: [NH2:1][C:2]1[C:7]([C:8]2[N:17]([C:18]3[CH:23]=[CH:22][C:21]([C:24]4([NH:28][C:29](=[O:35])[O:30][C:31]([CH3:34])([CH3:33])[CH3:32])[CH2:27][CH2:26][CH2:25]4)=[CH:20][CH:19]=3)[C:11]3=[N:12][C:13](Cl)=[CH:14][CH:15]=[C:10]3[N:9]=2)=[CH:6][CH:5]=[CH:4][N:3]=1.C(=O)(O)[O-].[Na+].[C:41]1(B(O)O)[CH:46]=[CH:45][CH:44]=[CH:43][CH:42]=1. Product: [NH2:1][C:2]1[C:7]([C:8]2[N:17]([C:18]3[CH:23]=[CH:22][C:21]([C:24]4([NH:28][C:29](=[O:35])[O:30][C:31]([CH3:34])([CH3:33])[CH3:32])[CH2:27][CH2:26][CH2:25]4)=[CH:20][CH:19]=3)[C:11]3=[N:12][C:13]([C:41]4[CH:46]=[CH:45][CH:44]=[CH:43][CH:42]=4)=[CH:14][CH:15]=[C:10]3[N:9]=2)=[CH:6][CH:5]=[CH:4][N:3]=1. The catalyst class is: 234. (2) The catalyst class is: 4. Reactant: [F:1][C:2]([F:27])([F:26])[C:3]1[CH:25]=[CH:24][CH:23]=[CH:22][C:4]=1[C:5]([N:7]1[CH2:12][CH2:11][N:10]([C:13]2[CH:21]=[CH:20][C:16]([C:17]([OH:19])=O)=[CH:15][N:14]=2)[CH2:9][CH2:8]1)=[O:6].C(N(C(C)C)CC)(C)C.O.O[N:39]1[C:43]2[CH:44]=[CH:45][CH:46]=[CH:47]C=2N=N1.CCN=C=NCCCN(C)C.Cl.C1(CCN)CC1. Product: [CH:45]1([CH2:44][CH2:43][NH:39][C:17](=[O:19])[C:16]2[CH:20]=[CH:21][C:13]([N:10]3[CH2:9][CH2:8][N:7]([C:5](=[O:6])[C:4]4[CH:22]=[CH:23][CH:24]=[CH:25][C:3]=4[C:2]([F:27])([F:26])[F:1])[CH2:12][CH2:11]3)=[N:14][CH:15]=2)[CH2:46][CH2:47]1. (3) Reactant: [CH:1]#[C:2][CH2:3][NH:4][C@H:5]1[C:13]2[C:8](=[CH:9][CH:10]=[CH:11][CH:12]=2)[CH2:7][CH2:6]1.Cl.[OH-].[Na+]. Product: [CH2:3]([NH:4][CH:5]1[C:13]2[C:8](=[CH:9][CH:10]=[CH:11][CH:12]=2)[CH2:7][CH2:6]1)[C:2]#[CH:1]. The catalyst class is: 6. (4) Product: [F:47][C:36]1[CH:35]=[C:34]([NH:33][CH2:19][C:18]2[CH:21]=[CH:22][C:15]([CH2:14][N:13]3[C:9]([CH2:8][CH2:7][C:1]4[CH:6]=[CH:5][CH:4]=[CH:3][CH:2]=4)=[CH:10][C:11]([C:23]4[CH:24]=[CH:25][C:26]([C:29]([F:32])([F:30])[F:31])=[CH:27][CH:28]=4)=[N:12]3)=[CH:16][CH:17]=2)[CH:39]=[CH:38][C:37]=1[CH2:40][CH2:41][C:42]([O:44][CH2:45][CH3:46])=[O:43]. The catalyst class is: 26. Reactant: [C:1]1([CH2:7][CH2:8][C:9]2[N:13]([CH2:14][C:15]3[CH:22]=[CH:21][C:18]([CH:19]=O)=[CH:17][CH:16]=3)[N:12]=[C:11]([C:23]3[CH:28]=[CH:27][C:26]([C:29]([F:32])([F:31])[F:30])=[CH:25][CH:24]=3)[CH:10]=2)[CH:6]=[CH:5][CH:4]=[CH:3][CH:2]=1.[NH2:33][C:34]1[CH:39]=[CH:38][C:37]([CH2:40][CH2:41][C:42]([O:44][CH2:45][CH3:46])=[O:43])=[C:36]([F:47])[CH:35]=1.C(O)(=O)C.C(O[BH-](OC(=O)C)OC(=O)C)(=O)C.[Na+].C(=O)([O-])O.[Na+].